This data is from Catalyst prediction with 721,799 reactions and 888 catalyst types from USPTO. The task is: Predict which catalyst facilitates the given reaction. (1) Reactant: FC(F)(F)C(O)=O.[C:8]([O:12][C:13]([N:15]1[CH2:19][C@@H:18]([O:20][C:21]2[CH:30]=[CH:29][C:28]3[C:23](=[CH:24][CH:25]=[CH:26][CH:27]=3)[CH:22]=2)[CH2:17][C@H:16]1[CH2:31][O:32]C1C=CC(C(OC)=O)=CC=1)=[O:14])([CH3:11])([CH3:10])[CH3:9]. Product: [C:8]([O:12][C:13]([N:15]1[CH2:19][C@@H:18]([O:20][C:21]2[CH:30]=[CH:29][C:28]3[C:23](=[CH:24][CH:25]=[CH:26][CH:27]=3)[CH:22]=2)[CH2:17][C@H:16]1[CH2:31][OH:32])=[O:14])([CH3:11])([CH3:10])[CH3:9]. The catalyst class is: 2. (2) Reactant: [Br:1][C:2]1[CH:15]=[CH:14][C:5](/[CH:6]=[N:7]\[S@@:8]([C:10]([CH3:13])([CH3:12])[CH3:11])=[O:9])=[C:4]([Cl:16])[CH:3]=1.[F:17][C:18]([Si](C)(C)C)([F:20])[F:19]. Product: [Br:1][C:2]1[CH:15]=[CH:14][C:5]([C@H:6]([NH:7][S@@:8]([C:10]([CH3:12])([CH3:13])[CH3:11])=[O:9])[C:18]([F:20])([F:19])[F:17])=[C:4]([Cl:16])[CH:3]=1. The catalyst class is: 3. (3) Reactant: [Cl:1][C:2]1[CH:3]=[C:4]2[C:10]([C:11]3[N:16]=[C:15]([NH:17][C@H:18]4[CH2:23][CH2:22][CH2:21][N:20]([CH2:24][P:25]([O:29][CH3:30])([O:27][CH3:28])=[O:26])[CH2:19]4)[C:14]([F:31])=[CH:13][N:12]=3)=[CH:9][N:8](S(C3C=CC(C)=CC=3)(=O)=O)[C:5]2=[N:6][CH:7]=1.C[O-].[Na+]. Product: [Cl:1][C:2]1[CH:3]=[C:4]2[C:10]([C:11]3[N:16]=[C:15]([NH:17][C@H:18]4[CH2:23][CH2:22][CH2:21][N:20]([CH2:24][P:25](=[O:26])([O:29][CH3:30])[O:27][CH3:28])[CH2:19]4)[C:14]([F:31])=[CH:13][N:12]=3)=[CH:9][NH:8][C:5]2=[N:6][CH:7]=1. The catalyst class is: 5. (4) Reactant: [Si:1]([O:8][CH:9]1[CH2:15][NH:14][C:13]2[CH:16]=[CH:17][CH:18]=[CH:19][C:12]=2[O:11][CH2:10]1)([C:4]([CH3:7])([CH3:6])[CH3:5])([CH3:3])[CH3:2].C(N(CC)CC)C.[N+:27]([C:30]1[CH:31]=[C:32]([S:36](Cl)(=[O:38])=[O:37])[CH:33]=[CH:34][CH:35]=1)([O-:29])=[O:28].O. Product: [Si:1]([O:8][CH:9]1[CH2:15][N:14]([S:36]([C:32]2[CH:33]=[CH:34][CH:35]=[C:30]([N+:27]([O-:29])=[O:28])[CH:31]=2)(=[O:37])=[O:38])[C:13]2[CH:16]=[CH:17][CH:18]=[CH:19][C:12]=2[O:11][CH2:10]1)([C:4]([CH3:7])([CH3:5])[CH3:6])([CH3:3])[CH3:2]. The catalyst class is: 251. (5) Reactant: [OH-:1].[Na+].[NH2:3][C:4]1[N:8]([CH:9]2[CH2:14][CH2:13][CH2:12][N:11](C(OCC3C=CC=CC=3)=O)[CH2:10]2)[N:7]=[C:6]([C:25]2[CH:30]=[CH:29][C:28]([O:31][C:32]3[CH:37]=[CH:36][C:35]([Cl:38])=[CH:34][CH:33]=3)=[CH:27][CH:26]=2)[C:5]=1[C:39]#[N:40].O. Product: [NH2:3][C:4]1[N:8]([CH:9]2[CH2:14][CH2:13][CH2:12][NH:11][CH2:10]2)[N:7]=[C:6]([C:25]2[CH:30]=[CH:29][C:28]([O:31][C:32]3[CH:37]=[CH:36][C:35]([Cl:38])=[CH:34][CH:33]=3)=[CH:27][CH:26]=2)[C:5]=1[C:39]([NH2:40])=[O:1]. The catalyst class is: 8. (6) Reactant: [NH2:1][C:2]1[CH:3]=[N:4][C:5]([C:8]2[CH:9]=[C:10]([CH:25]=[CH:26][CH:27]=2)[CH2:11][C:12]2[C:17](=[O:18])[CH:16]=[CH:15][N:14]([C:19]3[CH:20]=[N:21][N:22]([CH3:24])[CH:23]=3)[N:13]=2)=[N:6][CH:7]=1.[CH3:28][O:29][CH2:30][CH2:31][C:32](O)=[O:33].CCN(C(C)C)C(C)C.CCCP1(OP(CCC)(=O)OP(CCC)(=O)O1)=O. Product: [CH3:28][O:29][CH2:30][CH2:31][C:32]([NH:1][C:2]1[CH:3]=[N:4][C:5]([C:8]2[CH:27]=[CH:26][CH:25]=[C:10]([CH2:11][C:12]3[C:17](=[O:18])[CH:16]=[CH:15][N:14]([C:19]4[CH:20]=[N:21][N:22]([CH3:24])[CH:23]=4)[N:13]=3)[CH:9]=2)=[N:6][CH:7]=1)=[O:33]. The catalyst class is: 3. (7) Reactant: [O:1]1[C:5]2[CH:6]=[CH:7][CH:8]=[CH:9][C:4]=2[C:3]([N:10]2[CH2:15][CH2:14][N:13]([CH2:16][CH2:17][C:18]3[CH:19]=[C:20]4[C:24](=[CH:25][CH:26]=3)[C:23]([CH3:28])([CH3:27])[CH:22]([NH:29][C:30](=[O:32])[CH3:31])[C:21]4([CH3:34])[CH3:33])[CH2:12][CH2:11]2)=[N:2]1.[CH3:35][S:36]([OH:39])(=[O:38])=[O:37]. Product: [CH3:35][S:36]([OH:39])(=[O:38])=[O:37].[O:1]1[C:5]2[CH:6]=[CH:7][CH:8]=[CH:9][C:4]=2[C:3]([N:10]2[CH2:15][CH2:14][N:13]([CH2:16][CH2:17][C:18]3[CH:19]=[C:20]4[C:24](=[CH:25][CH:26]=3)[C:23]([CH3:28])([CH3:27])[CH:22]([NH:29][C:30](=[O:32])[CH3:31])[C:21]4([CH3:34])[CH3:33])[CH2:12][CH2:11]2)=[N:2]1. The catalyst class is: 13. (8) Product: [C:64]([C:59]1[CH:60]=[CH:61][CH:62]=[CH:63][C:58]=1[NH:57][C@@H:4]([CH2:5][C:6]1[CH:11]=[CH:10][C:9]([O:12][CH2:13]/[CH:14]=[CH:15]/[C:16]#[C:17][C:18]2[CH:23]=[CH:22][C:21]([C:24]#[C:25]/[CH:26]=[CH:27]/[CH2:28][O:29][C:30]3[CH:35]=[CH:34][C:33]([CH2:36][C@H:37]([NH:42][C:43]4[CH:48]=[CH:47][CH:46]=[CH:45][C:44]=4[C:49](=[O:56])[C:50]4[CH:55]=[CH:54][CH:53]=[CH:52][CH:51]=4)[C:38]([OH:40])=[O:39])=[CH:32][CH:31]=3)=[CH:20][CH:19]=2)=[CH:8][CH:7]=1)[C:3]([OH:72])=[O:2])(=[O:71])[C:65]1[CH:66]=[CH:67][CH:68]=[CH:69][CH:70]=1. Reactant: C[O:2][C:3](=[O:72])[C@@H:4]([NH:57][C:58]1[CH:63]=[CH:62][CH:61]=[CH:60][C:59]=1[C:64](=[O:71])[C:65]1[CH:70]=[CH:69][CH:68]=[CH:67][CH:66]=1)[CH2:5][C:6]1[CH:11]=[CH:10][C:9]([O:12][CH2:13]/[CH:14]=[CH:15]/[C:16]#[C:17][C:18]2[CH:23]=[CH:22][C:21]([C:24]#[C:25]/[CH:26]=[CH:27]/[CH2:28][O:29][C:30]3[CH:35]=[CH:34][C:33]([CH2:36][C@H:37]([NH:42][C:43]4[CH:48]=[CH:47][CH:46]=[CH:45][C:44]=4[C:49](=[O:56])[C:50]4[CH:55]=[CH:54][CH:53]=[CH:52][CH:51]=4)[C:38]([O:40]C)=[O:39])=[CH:32][CH:31]=3)=[CH:20][CH:19]=2)=[CH:8][CH:7]=1.[OH-].[Na+]. The catalyst class is: 219. (9) Reactant: [NH2:1][C:2]([NH:4][C:5]([NH2:7])=[S:6])=S.CI.[CH3:10][O:11][C:12]1[CH:19]=[CH:18][CH:17]=[C:16]([O:20][CH3:21])[C:13]=1[CH2:14][NH2:15]. Product: [CH3:21][O:20][C:16]1[CH:17]=[CH:18][CH:19]=[C:12]([O:11][CH3:10])[C:13]=1[CH2:14][NH:15][C:2](=[NH:1])[NH:4][C:5]([NH2:7])=[S:6]. The catalyst class is: 645.